Dataset: Catalyst prediction with 721,799 reactions and 888 catalyst types from USPTO. Task: Predict which catalyst facilitates the given reaction. (1) Product: [Cl:11][C:12]1[C:13]([F:20])=[C:14]([CH:17]=[CH:18][CH:19]=1)/[CH:15]=[C:3]1\[C:2](=[O:10])[NH:1][C:9]2[C:4]\1=[N:5][CH:6]=[CH:7][CH:8]=2. The catalyst class is: 5. Reactant: [NH:1]1[C:9]2[C:4](=[N:5][CH:6]=[CH:7][CH:8]=2)[CH2:3][C:2]1=[O:10].[Cl:11][C:12]1[C:13]([F:20])=[C:14]([CH:17]=[CH:18][CH:19]=1)[CH:15]=O.N1CCCCC1. (2) Reactant: [S:1]1(=[O:9])(=[O:8])[CH2:6][CH2:5][CH2:4][C:3](=O)[CH2:2]1.[Cl:10][C:11]1[CH:12]=[C:13]([CH:16]=[CH:17][C:18]=1[Cl:19])[CH:14]=O.[NH2:20][C:21]([CH3:26])=[CH:22][C:23](=[O:25])[CH3:24]. Product: [Cl:10][C:11]1[CH:12]=[C:13]([CH:14]2[C:22]([C:23](=[O:25])[CH3:24])=[C:21]([CH3:26])[NH:20][C:3]3[CH2:4][CH2:5][CH2:6][S:1](=[O:9])(=[O:8])[C:2]2=3)[CH:16]=[CH:17][C:18]=1[Cl:19]. The catalyst class is: 8.